This data is from Forward reaction prediction with 1.9M reactions from USPTO patents (1976-2016). The task is: Predict the product of the given reaction. Given the reactants [ClH:1].CO[C:4]1[CH:5]=[C:6]2[C:9](=[CH:10][C:11]=1[O:12][CH3:13])[CH:8]([CH2:14][N:15](C)[CH2:16][CH2:17][C:18]([N:20]1[CH2:26][CH2:25][C:24]3[CH:27]=[C:28]([O:33][CH3:34])[C:29]([O:31][CH3:32])=[CH:30][C:23]=3[CH2:22][CH2:21]1)=[O:19])[CH2:7]2.C1C[O:39][CH2:38]C1, predict the reaction product. The product is: [ClH:1].[CH3:13][O:12][C:11]1[C:10]([O:39][CH3:38])=[C:9]2[C:6]([CH2:7][CH:8]2[CH2:14][NH:15][CH2:16][CH2:17][C:18]([N:20]2[CH2:26][CH2:25][C:24]3[CH:27]=[C:28]([O:33][CH3:34])[C:29]([O:31][CH3:32])=[CH:30][C:23]=3[CH2:22][CH2:21]2)=[O:19])=[CH:5][CH:4]=1.